This data is from Catalyst prediction with 721,799 reactions and 888 catalyst types from USPTO. The task is: Predict which catalyst facilitates the given reaction. (1) Reactant: C[O:2][C:3]1[CH:4]=[C:5]2[C:10](=[CH:11][CH:12]=1)[CH:9]=[C:8]([C:13]1[O:17][C:16]([C:18]3[CH:23]=[CH:22][CH:21]=[CH:20][CH:19]=3)=[N:15][CH:14]=1)[CH:7]=[CH:6]2.Br. Product: [C:18]1([C:16]2[O:17][C:13]([C:8]3[CH:9]=[C:10]4[C:5](=[CH:6][CH:7]=3)[CH:4]=[C:3]([OH:2])[CH:12]=[CH:11]4)=[CH:14][N:15]=2)[CH:19]=[CH:20][CH:21]=[CH:22][CH:23]=1. The catalyst class is: 15. (2) Reactant: C[O:2][C:3]1[CH:12]=[C:11]([CH2:13][S:14][CH3:15])[CH:10]=[CH:9][C:4]=1[C:5]([O:7]C)=[O:6].B(Br)(Br)Br.[OH-].[Na+]. Product: [OH:2][C:3]1[CH:12]=[C:11]([CH2:13][S:14][CH3:15])[CH:10]=[CH:9][C:4]=1[C:5]([OH:7])=[O:6]. The catalyst class is: 2. (3) Reactant: [CH2:1]([O:3][C:4]1[CH:9]=[CH:8][C:7]([C:10]2[Se:11][CH:12]=[CH:13][CH:14]=2)=[C:6]([F:15])[C:5]=1[F:16])[CH3:2].[Li][CH2:18]CCC.CI.[Cl-].[NH4+].N. Product: [CH2:1]([O:3][C:4]1[CH:9]=[CH:8][C:7]([C:10]2[Se:11][C:12]([CH3:18])=[CH:13][CH:14]=2)=[C:6]([F:15])[C:5]=1[F:16])[CH3:2]. The catalyst class is: 27. (4) Reactant: [CH2:1]([O:8][C:9]([N:11]([CH2:17][CH:18]1[NH:23][CH2:22][CH:21]([C:24]([O:26][CH3:27])=[O:25])[CH2:20][CH2:19]1)[CH2:12][C:13](OC)=[O:14])=[O:10])[C:2]1[CH:7]=[CH:6][CH:5]=[CH:4][CH:3]=1. Product: [O:14]=[C:13]1[N:23]2[CH2:22][C@H:21]([C:24]([O:26][CH3:27])=[O:25])[CH2:20][CH2:19][C@@H:18]2[CH2:17][N:11]([C:9]([O:8][CH2:1][C:2]2[CH:7]=[CH:6][CH:5]=[CH:4][CH:3]=2)=[O:10])[CH2:12]1. The catalyst class is: 5. (5) Reactant: [Cl:1][C:2]1[CH:7]=[C:6]([F:8])[CH:5]=[CH:4][C:3]=1[C:9]1[NH:13][CH:12]=[C:11]([C:14]([O:16]C)=[O:15])[C:10]=1[CH3:18].[OH-].[Na+]. The catalyst class is: 5. Product: [Cl:1][C:2]1[CH:7]=[C:6]([F:8])[CH:5]=[CH:4][C:3]=1[C:9]1[NH:13][CH:12]=[C:11]([C:14]([OH:16])=[O:15])[C:10]=1[CH3:18].